From a dataset of Forward reaction prediction with 1.9M reactions from USPTO patents (1976-2016). Predict the product of the given reaction. (1) Given the reactants [CH3:1][C@@H:2]1[NH:13][C:12](=[O:14])[C@H:11]([CH2:15][C:16]([O:18]C(C)(C)C)=O)[CH2:10][CH:9]=[CH:8][CH2:7][CH2:6][C:5](=[O:23])[O:4][C@@H:3]1[C:24]1[CH:29]=[CH:28][CH:27]=[CH:26][CH:25]=1.FC(F)(F)C(O)=O.C[C@@H]1NC(=O)[C@H](CC(O)=O)CC=CCCC(=O)O[C@@H]1C1C=CC=CC=1.[Cl:62][C:63]1[CH:68]=[CH:67][C:66]([CH2:69][NH2:70])=[CH:65][CH:64]=1, predict the reaction product. The product is: [Cl:62][C:63]1[CH:68]=[CH:67][C:66]([CH2:69][NH:70][C:16](=[O:18])[CH2:15][C@@H:11]2[CH2:10][CH:9]=[CH:8][CH2:7][CH2:6][C:5](=[O:23])[O:4][C@H:3]([C:24]3[CH:29]=[CH:28][CH:27]=[CH:26][CH:25]=3)[C@H:2]([CH3:1])[NH:13][C:12]2=[O:14])=[CH:65][CH:64]=1. (2) Given the reactants O=[CH:2][CH2:3][CH2:4][C:5]1[CH:10]=[C:9]([C:11]2[CH:16]=[CH:15][CH:14]=[C:13]([C:17]([F:20])([F:19])[F:18])[CH:12]=2)[N:8]=[C:7]([C:21]#[N:22])[N:6]=1.[NH2:23][CH2:24][CH2:25][CH:26]1[CH2:30][CH2:29][CH2:28][N:27]1[CH3:31].C(O)(=[O:34])C.C([BH3-])#N.[CH3:39][OH:40], predict the reaction product. The product is: [F:18][C:17]([F:20])([F:19])[C:39]([OH:34])=[O:40].[CH3:31][N:27]1[CH2:28][CH2:29][CH2:30][CH:26]1[CH2:25][CH2:24][NH:23][CH2:2][CH2:3][CH2:4][C:5]1[CH:10]=[C:9]([C:11]2[CH:16]=[CH:15][CH:14]=[C:13]([C:17]([F:20])([F:19])[F:18])[CH:12]=2)[N:8]=[C:7]([C:21]#[N:22])[N:6]=1.[CH3:31][N:27]1[CH2:28][CH2:29][CH2:30][CH:26]1[CH2:25][CH2:24][NH:23][CH2:2][CH2:3][CH2:4][C:5]1[CH:10]=[C:9]([C:11]2[CH:16]=[CH:15][CH:14]=[C:13]([C:17]([F:20])([F:19])[F:18])[CH:12]=2)[N:8]=[C:7]([C:21]#[N:22])[N:6]=1. (3) Given the reactants [F:1][C:2]1[CH:3]=[CH:4][C:5]([CH3:11])=[C:6]([CH2:8][C:9]#N)[CH:7]=1.[CH3:12]I.[H-].[Na+].Cl.C[N:18]([CH3:21])C=O, predict the reaction product. The product is: [F:1][C:2]1[CH:3]=[CH:4][C:5]([CH3:11])=[C:6]([C:8]([CH3:12])([CH3:9])[C:21]#[N:18])[CH:7]=1. (4) The product is: [Cl:1][C:2]1[S:6][C:5]([CH2:7][N:8]([CH3:17])[C:9]2[CH:14]=[CH:13][C:12]([NH:15][C:25](=[O:30])[CH2:26][CH2:27][CH2:28][CH3:29])=[C:11]([CH3:16])[CH:10]=2)=[CH:4][CH:3]=1. Given the reactants [Cl:1][C:2]1[S:6][C:5]([CH2:7][N:8]([CH3:17])[C:9]2[CH:14]=[CH:13][C:12]([NH2:15])=[C:11]([CH3:16])[CH:10]=2)=[CH:4][CH:3]=1.C(N(CC)CC)C.[C:25](Cl)(=[O:30])[CH2:26][CH2:27][CH2:28][CH3:29], predict the reaction product. (5) Given the reactants [NH2:1][C:2]1[C:7]([Cl:8])=[C:6]([C:9]([O:11][CH3:12])=[O:10])[N:5]=[C:4]([C:13]2[CH:14]=[N:15][C:16](Cl)=[CH:17][CH:18]=2)[C:3]=1[F:20].C[Sn](C)C.C[Sn](C)C.[Br:29]Br.S([O-])([O-])=O.[Na+].[Na+], predict the reaction product. The product is: [NH2:1][C:2]1[C:7]([Cl:8])=[C:6]([C:9]([O:11][CH3:12])=[O:10])[N:5]=[C:4]([C:13]2[CH:14]=[N:15][C:16]([Br:29])=[CH:17][CH:18]=2)[C:3]=1[F:20]. (6) The product is: [Cl:1][C:2]1[CH:13]=[C:12]([Cl:14])[C:11]([O:15][C:16]2[N:20]([CH3:21])[N:19]=[C:18]([CH3:22])[C:17]=2[CH:23]=[CH2:24])=[CH:10][C:3]=1[O:4][C@@H:5]([CH3:9])[C:6]([NH2:28])=[O:7]. Given the reactants [Cl:1][C:2]1[CH:13]=[C:12]([Cl:14])[C:11]([O:15][C:16]2[N:20]([CH3:21])[N:19]=[C:18]([CH3:22])[C:17]=2[CH:23]=[CH2:24])=[CH:10][C:3]=1[O:4][C@@H:5]([CH3:9])[C:6](O)=[O:7].Cl.C([N:28]=C=NCCCN(C)C)C.O, predict the reaction product. (7) Given the reactants [F:1][C:2]1[C:10]([F:11])=[CH:9][CH:8]=[C:7]([F:12])[C:3]=1[C:4](Cl)=O.[Cl:13][C:14]1[N:15]=[N:16][C:17]([NH:24][NH2:25])=[CH:18][C:19]=1[C:20]([CH3:23])([CH3:22])[CH3:21], predict the reaction product. The product is: [Cl:13][C:14]1[C:19]([C:20]([CH3:23])([CH3:22])[CH3:21])=[CH:18][C:17]2[N:16]([C:4]([C:3]3[C:7]([F:12])=[CH:8][CH:9]=[C:10]([F:11])[C:2]=3[F:1])=[N:25][N:24]=2)[N:15]=1.